This data is from Catalyst prediction with 721,799 reactions and 888 catalyst types from USPTO. The task is: Predict which catalyst facilitates the given reaction. (1) The catalyst class is: 158. Product: [C:1]([NH:4][C@H:5]([C:27]([NH:39][CH2:38][CH2:37][S:36][C:31](=[O:35])[CH:32]([CH3:34])[CH3:33])=[O:28])[CH2:6][S:7][C:8]([C:21]1[CH:22]=[CH:23][CH:24]=[CH:25][CH:26]=1)([C:15]1[CH:16]=[CH:17][CH:18]=[CH:19][CH:20]=1)[C:9]1[CH:10]=[CH:11][CH:12]=[CH:13][CH:14]=1)(=[O:3])[CH3:2]. Reactant: [C:1]([NH:4][C@H:5]([C:27](O)=[O:28])[CH2:6][S:7][C:8]([C:21]1[CH:26]=[CH:25][CH:24]=[CH:23][CH:22]=1)([C:15]1[CH:20]=[CH:19][CH:18]=[CH:17][CH:16]=1)[C:9]1[CH:14]=[CH:13][CH:12]=[CH:11][CH:10]=1)(=[O:3])[CH3:2].Cl.[C:31]([S:36][CH2:37][CH2:38][NH2:39])(=[O:35])[CH:32]([CH3:34])[CH3:33].Cl.C(SCCN)(=O)C.Cl.C(SCCN)(=O)C1C=CC=CC=1. (2) Reactant: [CH:1]1[C:10]2[C:5](=[CH:6][CH:7]=[CH:8][CH:9]=2)[CH:4]=[CH:3][C:2]=1[OH:11].[CH2:12]([O:15][C:16]1[C:23]([O:24][CH3:25])=[CH:22][C:19]([CH:20]=O)=[CH:18][C:17]=1[Br:26])[CH:13]=[CH2:14].[C:27]([CH2:29][C:30]([O:32][CH2:33][CH3:34])=[O:31])#[N:28].N1CCCCC1. Product: [CH2:33]([O:32][C:30]([C:29]1[CH:20]([C:19]2[CH:22]=[C:23]([O:24][CH3:25])[C:16]([O:15][CH2:12][CH:13]=[CH2:14])=[C:17]([Br:26])[CH:18]=2)[C:3]2[C:2](=[CH:1][C:10]3[CH:9]=[CH:8][CH:7]=[CH:6][C:5]=3[CH:4]=2)[O:11][C:27]=1[NH2:28])=[O:31])[CH3:34]. The catalyst class is: 40. (3) Reactant: Cl.F[C:3]1(F)[CH2:7][CH2:6][NH:5][CH2:4]1.[O:9]1[CH2:13]CCC1.CO.[OH2:16].[OH-:17].[Li+]. Product: [CH3:7][C:6]1[O:9][CH:13]=[C:4]([C:3]([OH:17])=[O:16])[N:5]=1. The catalyst class is: 6.